Dataset: Catalyst prediction with 721,799 reactions and 888 catalyst types from USPTO. Task: Predict which catalyst facilitates the given reaction. (1) Reactant: [CH3:1][S:2](Cl)(=[O:4])=[O:3].C(N(CC)C(C)C)(C)C.[NH2:15][CH:16]1[CH2:19][N:18]([C:20]([C:22]2[N:23]=[C:24]3[C:29]([C:30]([F:33])([F:32])[F:31])=[CH:28][C:27]([C:34]4[CH:38]=[CH:37][O:36][CH:35]=4)=[CH:26][N:25]3[CH:39]=2)=[O:21])[CH2:17]1.O. Product: [O:36]1[CH:37]=[CH:38][C:34]([C:27]2[CH:28]=[C:29]([C:30]([F:31])([F:33])[F:32])[C:24]3[N:25]([CH:39]=[C:22]([C:20]([N:18]4[CH2:17][CH:16]([NH:15][S:2]([CH3:1])(=[O:4])=[O:3])[CH2:19]4)=[O:21])[N:23]=3)[CH:26]=2)=[CH:35]1. The catalyst class is: 3. (2) Reactant: [CH2:1]([C:4]1[CH:9]=[CH:8][C:7]([C:10]2[O:14][N:13]=[C:12]([C:15]3[CH:24]=[CH:23][CH:22]=[C:21]4[C:16]=3[CH2:17][CH2:18][CH2:19][NH:20]4)[N:11]=2)=[CH:6][CH:5]=1)[CH2:2][CH3:3].[CH:25]([C:27]1([NH:35][C:36](=[O:42])[O:37][C:38]([CH3:41])([CH3:40])[CH3:39])[CH2:32][O:31][C:30]([CH3:34])([CH3:33])[O:29][CH2:28]1)=O.[BH-](OC(C)=O)(OC(C)=O)OC(C)=O.[Na+]. Product: [CH3:33][C:30]1([CH3:34])[O:29][CH2:28][C:27]([NH:35][C:36](=[O:42])[O:37][C:38]([CH3:41])([CH3:40])[CH3:39])([CH2:25][N:20]2[C:21]3[C:16](=[C:15]([C:12]4[N:11]=[C:10]([C:7]5[CH:6]=[CH:5][C:4]([CH2:1][CH2:2][CH3:3])=[CH:9][CH:8]=5)[O:14][N:13]=4)[CH:24]=[CH:23][CH:22]=3)[CH2:17][CH2:18][CH2:19]2)[CH2:32][O:31]1. The catalyst class is: 839.